Dataset: Forward reaction prediction with 1.9M reactions from USPTO patents (1976-2016). Task: Predict the product of the given reaction. (1) The product is: [CH3:34][O:33][CH2:30][C:31]1[N:1]([C:2]2[CH:3]=[CH:4][C:5]([N+:12]([O-:14])=[O:13])=[C:6]([NH2:8])[CH:7]=2)[CH:35]=[CH:28][CH:32]=1. Given the reactants [NH2:1][C:2]1[CH:3]=[CH:4][C:5]([N+:12]([O-:14])=[O:13])=[C:6]([NH:8]C(=O)C)[CH:7]=1.ClC1C=CC([N+]([O-])=O)=C(C=1)N.CO[C:28]1([CH2:35]OC)[CH2:32][CH2:31][CH:30]([O:33][CH3:34])O1, predict the reaction product. (2) Given the reactants Br[C:2]1[CH:7]=[CH:6][N:5]2[N:8]=[CH:9][C:10]([C:11]([O:13][CH2:14][CH3:15])=[O:12])=[C:4]2[CH:3]=1.CC(OC1C=CC=C(OC(C)C)C=1C1C(P(C2CCCCC2)C2CCCCC2)=CC=CC=1)C.C(=O)([O-])[O-].[Cs+].[Cs+].FC(F)(F)C(O)=O.[F:62][C:63]1[CH:64]=[C:65]([C@@H:69]2[NH:73][CH2:72][C@@H:71]([C:74]#[N:75])[CH2:70]2)[CH:66]=[CH:67][CH:68]=1, predict the reaction product. The product is: [C:74]([C@@H:71]1[CH2:72][N:73]([C:2]2[CH:7]=[CH:6][N:5]3[N:8]=[CH:9][C:10]([C:11]([O:13][CH2:14][CH3:15])=[O:12])=[C:4]3[CH:3]=2)[C@@H:69]([C:65]2[CH:66]=[CH:67][CH:68]=[C:63]([F:62])[CH:64]=2)[CH2:70]1)#[N:75]. (3) Given the reactants NC1C=CC([Cl:11])=C(C=1)C(O)=O.Cl.C(Cl)(=O)C1C=CC=NC=1.[Cl:22][C:23]1[CH:31]=[CH:30][C:29]([NH:32][C:33](=[O:40])[C:34]2[CH:39]=[CH:38][CH:37]=[N:36][CH:35]=2)=[CH:28][C:24]=1[C:25](O)=[O:26].S(Cl)(Cl)=O, predict the reaction product. The product is: [Cl:22][C:23]1[CH:31]=[CH:30][C:29]([NH:32][C:33](=[O:40])[C:34]2[CH:39]=[CH:38][CH:37]=[N:36][CH:35]=2)=[CH:28][C:24]=1[C:25]([Cl:11])=[O:26].